Predict the product of the given reaction. From a dataset of Forward reaction prediction with 1.9M reactions from USPTO patents (1976-2016). (1) The product is: [OH:24][C@H:25]1[C@H:30]([C:31]2[N:32]=[N:33][N:34]([CH2:36][CH2:37][C:38]3[CH:43]=[CH:42][C:41]([O:44][CH3:45])=[CH:40][CH:39]=3)[CH:35]=2)[CH2:29][CH2:28][N:27]([C:46]([O:48][C:49]([CH3:52])([CH3:51])[CH3:50])=[O:47])[CH2:26]1. Given the reactants C([C@@H]1CCN(C(OC(C)(C)C)=O)C[C@H]1O)#C.[Si]([O:24][C@H:25]1[C@H:30]([C:31]2[N:32]=[N:33][N:34]([CH2:36][CH2:37][C:38]3[CH:43]=[CH:42][C:41]([O:44][CH3:45])=[CH:40][CH:39]=3)[CH:35]=2)[CH2:29][CH2:28][N:27]([C:46]([O:48][C:49]([CH3:52])([CH3:51])[CH3:50])=[O:47])[CH2:26]1)(C(C)(C)C)(C)C, predict the reaction product. (2) The product is: [CH3:1][O:22][C:21](=[O:23])[CH2:20][CH2:19][CH:16]1[CH2:17][CH2:18][N:13]([C:11]([O:10][C:6]([CH3:9])([CH3:7])[CH3:8])=[O:12])[CH2:14][CH2:15]1. Given the reactants [CH3:1]N(C)C=O.[C:6]([O:10][C:11]([N:13]1[CH2:18][CH2:17][CH:16]([CH2:19][CH2:20][C:21]([OH:23])=[O:22])[CH2:15][CH2:14]1)=[O:12])([CH3:9])([CH3:8])[CH3:7].C(=O)([O-])[O-].[K+].[K+].IC, predict the reaction product. (3) Given the reactants [F:1][C:2]1[CH:7]=[CH:6][C:5]([N:8]2[CH:13]=[C:12](I)[C:11]3=[N:15][C:16]([CH2:18][O:19][C:20]4[CH:25]=[CH:24][CH:23]=[CH:22][CH:21]=4)=[CH:17][N:10]3[C:9]2=[O:26])=[CH:4][CH:3]=1.[CH3:27]B(O)O.C([O-])([O-])=O.[K+].[K+], predict the reaction product. The product is: [F:1][C:2]1[CH:7]=[CH:6][C:5]([N:8]2[CH:13]=[C:12]([CH3:27])[C:11]3=[N:15][C:16]([CH2:18][O:19][C:20]4[CH:25]=[CH:24][CH:23]=[CH:22][CH:21]=4)=[CH:17][N:10]3[C:9]2=[O:26])=[CH:4][CH:3]=1.